From a dataset of Reaction yield outcomes from USPTO patents with 853,638 reactions. Predict the reaction yield, written as a fraction of the theoretical maximum amount of product (1.0 means a 100% yield; for example, 0.34 means a 34% yield). (1) The reactants are CON(C)[C:4]([CH:6]1[CH2:11][CH2:10][N:9]([C:12]([O:14][CH2:15][C:16]2[CH:21]=[CH:20][CH:19]=[CH:18][CH:17]=2)=[O:13])[CH2:8][CH2:7]1)=[O:5].[CH3:23][O:24][CH2:25][CH2:26][CH2:27][CH2:28][Mg]Cl. The catalyst is C1COCC1. The product is [CH3:23][O:24][CH2:25][CH2:26][CH2:27][CH2:28][C:4]([CH:6]1[CH2:7][CH2:8][N:9]([C:12]([O:14][CH2:15][C:16]2[CH:17]=[CH:18][CH:19]=[CH:20][CH:21]=2)=[O:13])[CH2:10][CH2:11]1)=[O:5]. The yield is 0.880. (2) The reactants are [Br:1][C:2]1[CH:3]=[N:4][C:5](Cl)=[N:6][CH:7]=1.[CH3:9][C@H:10]1[CH2:14][CH2:13][CH2:12][NH:11]1. The catalyst is C(Cl)Cl. The product is [Br:1][C:2]1[CH:3]=[N:4][C:5]([N:11]2[CH2:12][CH2:13][CH2:14][C@@H:10]2[CH3:9])=[N:6][CH:7]=1. The yield is 0.890. (3) The reactants are C(=O)([O-])[O-].[Cs+].[Cs+].[NH:7]1[CH2:11][CH2:10][CH2:9][CH2:8]1.[CH3:12][O:13][C:14](=[O:22])[C:15]1[CH:20]=[CH:19][C:18](Br)=[CH:17][CH:16]=1. The catalyst is C1C=CC(/C=C/C(/C=C/C2C=CC=CC=2)=O)=CC=1.C1C=CC(/C=C/C(/C=C/C2C=CC=CC=2)=O)=CC=1.C1C=CC(/C=C/C(/C=C/C2C=CC=CC=2)=O)=CC=1.[Pd].[Pd].C1C=CC(P(C2C=CC3C(=CC=CC=3)C=2C2C3C(=CC=CC=3)C=CC=2P(C2C=CC=CC=2)C2C=CC=CC=2)C2C=CC=CC=2)=CC=1.C1(C)C=CC=CC=1. The product is [CH3:12][O:13][C:14](=[O:22])[C:15]1[CH:20]=[CH:19][C:18]([N:7]2[CH2:11][CH2:10][CH2:9][CH2:8]2)=[CH:17][CH:16]=1. The yield is 0.840.